Dataset: Reaction yield outcomes from USPTO patents with 853,638 reactions. Task: Predict the reaction yield, written as a fraction of the theoretical maximum amount of product (1.0 means a 100% yield; for example, 0.34 means a 34% yield). The reactants are [F:1][CH:2]([F:11])[CH:3](O)[CH2:4][C:5]([O:7][CH2:8][CH3:9])=[O:6].O=P12OP3(OP(OP(O3)(O1)=O)(=O)O2)=O. No catalyst specified. The product is [F:1][CH:2]([F:11])/[CH:3]=[CH:4]/[C:5]([O:7][CH2:8][CH3:9])=[O:6]. The yield is 0.250.